The task is: Predict the reactants needed to synthesize the given product.. This data is from Full USPTO retrosynthesis dataset with 1.9M reactions from patents (1976-2016). (1) Given the product [CH2:1]([CH:3]1[CH2:8][CH:7]([OH:6])[CH2:9][CH:4]1[C:5]([NH:12][NH:11][C:13]1[N:14]=[C:15]2[CH:21]=[CH:20][N:19]([S:22]([C:25]3[CH:31]=[CH:30][C:28]([CH3:29])=[CH:27][CH:26]=3)(=[O:24])=[O:23])[C:16]2=[N:17][CH:18]=1)=[O:10])[CH3:2], predict the reactants needed to synthesize it. The reactants are: [CH2:1]([C@@H:3]1[CH2:8][C@H:7]2[CH2:9][C@@H:4]1[C:5](=[O:10])[O:6]2)[CH3:2].[NH:11]([C:13]1[N:14]=[C:15]2[CH:21]=[CH:20][N:19]([S:22]([C:25]3[CH:31]=[CH:30][C:28]([CH3:29])=[CH:27][CH:26]=3)(=[O:24])=[O:23])[C:16]2=[N:17][CH:18]=1)[NH2:12].C[Al](C)C.Cl. (2) Given the product [CH3:34][O:33][C:31]1[CH:32]=[C:27]([NH:26][CH:25]([C:24]2[CH:23]=[CH:22][C:21]([F:20])=[CH:38][CH:37]=2)[C:18]([C:11]2[C:12]3[C:17](=[CH:16][CH:15]=[CH:14][CH:13]=3)[N:9]([CH3:8])[N:10]=2)=[O:19])[CH:28]=[C:29]([O:35][CH3:36])[CH:30]=1, predict the reactants needed to synthesize it. The reactants are: C(N(CC)CC)C.[CH3:8][N:9]1[C:17]2[C:12](=[CH:13][CH:14]=[CH:15][CH:16]=2)[C:11]([CH:18]=[O:19])=[N:10]1.[F:20][C:21]1[CH:38]=[CH:37][C:24]([CH:25]=[N:26][C:27]2[CH:32]=[C:31]([O:33][CH3:34])[CH:30]=[C:29]([O:35][CH3:36])[CH:28]=2)=[CH:23][CH:22]=1. (3) The reactants are: [C:1]([C:3]1[CH:8]=[CH:7][C:6](/[CH:9]=[CH:10]/[C:11]([O:13][C:14]([CH3:17])([CH3:16])[CH3:15])=[O:12])=[CH:5][CH:4]=1)#[N:2].CO.C1COCC1. Given the product [NH2:2][CH2:1][C:3]1[CH:8]=[CH:7][C:6]([CH2:9][CH2:10][C:11]([O:13][C:14]([CH3:17])([CH3:16])[CH3:15])=[O:12])=[CH:5][CH:4]=1, predict the reactants needed to synthesize it. (4) Given the product [NH2:1][C:2]1[N:3]=[CH:4][C:5]([C:8]2[C:9]([F:30])=[C:10]([C:23]([CH:26]3[CH2:27][CH2:28][CH2:29]3)=[CH:24][CH:25]=2)[O:11][CH2:12][C:13]2[O:17][C:16]([C:18]([OH:20])=[O:19])=[CH:15][CH:14]=2)=[N:6][CH:7]=1, predict the reactants needed to synthesize it. The reactants are: [NH2:1][C:2]1[N:3]=[CH:4][C:5]([C:8]2[C:9]([F:30])=[C:10]([C:23]([CH:26]3[CH2:29][CH2:28][CH2:27]3)=[CH:24][CH:25]=2)[O:11][CH2:12][C:13]2[O:17][C:16]([C:18]([O:20]CC)=[O:19])=[CH:15][CH:14]=2)=[N:6][CH:7]=1.[Li+].[OH-]. (5) Given the product [C:35]([O:34][C:32]([N:28]1[CH2:29][CH2:30][CH2:31][CH:26]([NH:25][C:2]2[C:7]([C:8]([O:10][CH3:11])=[O:9])=[CH:6][N:5]=[C:4]3[N:12]([S:15]([C:18]4[CH:24]=[CH:23][C:21]([CH3:22])=[CH:20][CH:19]=4)(=[O:17])=[O:16])[CH:13]=[CH:14][C:3]=23)[CH2:27]1)=[O:33])([CH3:38])([CH3:36])[CH3:37], predict the reactants needed to synthesize it. The reactants are: Cl[C:2]1[C:7]([C:8]([O:10][CH3:11])=[O:9])=[CH:6][N:5]=[C:4]2[N:12]([S:15]([C:18]3[CH:24]=[CH:23][C:21]([CH3:22])=[CH:20][CH:19]=3)(=[O:17])=[O:16])[CH:13]=[CH:14][C:3]=12.[NH2:25][CH:26]1[CH2:31][CH2:30][CH2:29][N:28]([C:32]([O:34][C:35]([CH3:38])([CH3:37])[CH3:36])=[O:33])[CH2:27]1.CC1(C)C2C(=C(P(C3C=CC=CC=3)C3C=CC=CC=3)C=CC=2)OC2C(P(C3C=CC=CC=3)C3C=CC=CC=3)=CC=CC1=2.C([O-])([O-])=O.[Cs+].[Cs+]. (6) Given the product [F:45][C:44]1[CH:43]=[CH:42][C:28]([C:29](=[O:30])[NH:31][C@@H:32]2[C:40]3[C:35](=[CH:36][CH:37]=[CH:38][CH:39]=3)[CH2:34][C@@H:33]2[OH:41])=[CH:27][C:26]=1[NH:25][C:11]([C:8]1[N:5]2[CH:6]=[CH:7][C:2]([F:1])=[CH:3][C:4]2=[N:10][CH:9]=1)=[O:13], predict the reactants needed to synthesize it. The reactants are: [F:1][C:2]1[CH:7]=[CH:6][N:5]2[C:8]([C:11]([OH:13])=O)=[CH:9][N:10]=[C:4]2[CH:3]=1.C(Cl)(=O)C(Cl)=O.CN(C=O)C.[NH2:25][C:26]1[CH:27]=[C:28]([CH:42]=[CH:43][C:44]=1[F:45])[C:29]([NH:31][C@@H:32]1[C:40]2[C:35](=[CH:36][CH:37]=[CH:38][CH:39]=2)[CH2:34][C@@H:33]1[OH:41])=[O:30]. (7) Given the product [CH:1]1([C:4]2[C:5]([CH:18]([CH2:25][C:26](=[O:36])[NH:27][C:28]3[CH:33]=[CH:32][C:31]([CH3:34])=[CH:30][C:29]=3[CH3:35])[CH2:19][CH2:20][C:21]([OH:23])=[O:22])=[N:6][O:7][C:8]=2[CH:9]2[CH2:12][CH:11]([CH2:13][C:14]([CH3:16])([CH3:17])[CH3:15])[CH2:10]2)[CH2:3][CH2:2]1, predict the reactants needed to synthesize it. The reactants are: [CH:1]1([C:4]2[C:5]([CH:18]([CH2:25][C:26](=[O:36])[NH:27][C:28]3[CH:33]=[CH:32][C:31]([CH3:34])=[CH:30][C:29]=3[CH3:35])[CH2:19][CH2:20][C:21]([O:23]C)=[O:22])=[N:6][O:7][C:8]=2[CH:9]2[CH2:12][CH:11]([CH2:13][C:14]([CH3:17])([CH3:16])[CH3:15])[CH2:10]2)[CH2:3][CH2:2]1.Br.C([O-])(=O)C.[Na+].